From a dataset of Forward reaction prediction with 1.9M reactions from USPTO patents (1976-2016). Predict the product of the given reaction. (1) Given the reactants [CH2:1]([O:8][C:9]1[CH:10]=[C:11]([CH:28]=[CH:29][CH:30]=1)[CH2:12][N:13]1[CH2:18][CH2:17][N:16]([C:19]([NH:21][C:22]2[CH:23]=[N:24][CH:25]=[CH:26][CH:27]=2)=[O:20])[CH2:15][CH2:14]1)[C:2]1[CH:7]=[CH:6][CH:5]=[CH:4][CH:3]=1.[C:31]([OH:36])(=[O:35])[C:32]([OH:34])=[O:33], predict the reaction product. The product is: [C:31]([OH:36])(=[O:35])[C:32]([OH:34])=[O:33].[CH2:1]([O:8][C:9]1[CH:10]=[C:11]([CH:28]=[CH:29][CH:30]=1)[CH2:12][N:13]1[CH2:14][CH2:15][N:16]([C:19]([NH:21][C:22]2[CH:23]=[N:24][CH:25]=[CH:26][CH:27]=2)=[O:20])[CH2:17][CH2:18]1)[C:2]1[CH:3]=[CH:4][CH:5]=[CH:6][CH:7]=1. (2) Given the reactants [F:1][C:2]([F:22])([F:21])[S:3](N(C1C=CC(Cl)=CN=1)[S:3]([C:2]([F:22])([F:21])[F:1])(=[O:5])=[O:4])(=[O:5])=[O:4].[OH:23][C:24]1[CH:33]=[CH:32][C:31]2[C:26](=[CH:27][CH:28]=[CH:29][C:30]=2[O:34][CH3:35])[CH:25]=1.O, predict the reaction product. The product is: [F:1][C:2]([F:22])([F:21])[S:3]([O:23][C:24]1[CH:33]=[CH:32][C:31]2[C:26](=[CH:27][CH:28]=[CH:29][C:30]=2[O:34][CH3:35])[CH:25]=1)(=[O:5])=[O:4].